Task: Predict the reaction yield, written as a fraction of the theoretical maximum amount of product (1.0 means a 100% yield; for example, 0.34 means a 34% yield).. Dataset: Reaction yield outcomes from USPTO patents with 853,638 reactions (1) The reactants are Cl.Cl.[NH2:3][CH2:4][C@@:5]1([OH:13])[CH:10]2[CH2:11][CH2:12][N:7]([CH2:8][CH2:9]2)[CH2:6]1.C([O-])([O-])=O.[Cs+].[Cs+].[N:20]([C:23]1[N:28]=[CH:27][N:26]=[C:25]([C:29]2[CH:30]=[N:31][C:32]([O:35][CH3:36])=[N:33][CH:34]=2)[CH:24]=1)=[C:21]=S.C(N=C=NC(C)C)(C)C. The catalyst is CN(C)C=O. The product is [CH3:36][O:35][C:32]1[N:33]=[CH:34][C:29]([C:25]2[CH:24]=[C:23]([NH:20][C:21]3[O:13][C@:5]4([CH2:4][N:3]=3)[CH:10]3[CH2:9][CH2:8][N:7]([CH2:12][CH2:11]3)[CH2:6]4)[N:28]=[CH:27][N:26]=2)=[CH:30][N:31]=1. The yield is 0.460. (2) The reactants are CCN(C(C)C)C(C)C.[NH2:10][C:11]1[CH:16]=[C:15]([CH2:17][O:18][C:19]2[C:28]3[C:23](=[CH:24][CH:25]=[CH:26][CH:27]=3)[C:22]([NH:29][C:30]([NH:32][C:33]3[N:37]([C:38]4[CH:43]=[CH:42][C:41]([CH3:44])=[CH:40][CH:39]=4)[N:36]=[C:35]([C:45]([CH3:48])([CH3:47])[CH3:46])[CH:34]=3)=[O:31])=[CH:21][CH:20]=2)[CH:14]=[CH:13][N:12]=1.[Cl:49][CH2:50][C:51](Cl)=[O:52]. The catalyst is C(Cl)Cl.CN(C=O)C. The product is [C:45]([C:35]1[CH:34]=[C:33]([NH:32][C:30](=[O:31])[NH:29][C:22]2[C:23]3[C:28](=[CH:27][CH:26]=[CH:25][CH:24]=3)[C:19]([O:18][CH2:17][C:15]3[CH:14]=[CH:13][N:12]=[C:11]([NH:10][C:51](=[O:52])[CH2:50][Cl:49])[CH:16]=3)=[CH:20][CH:21]=2)[N:37]([C:38]2[CH:39]=[CH:40][C:41]([CH3:44])=[CH:42][CH:43]=2)[N:36]=1)([CH3:48])([CH3:47])[CH3:46]. The yield is 0.420. (3) The reactants are [NH2:1][C:2]1[CH:7]=[CH:6][C:5]([C:8]2[CH:13]=[CH:12][C:11]([C:14]#[N:15])=[C:10]([F:16])[CH:9]=2)=[CH:4][C:3]=1[N+:17]([O-])=O.[Cl-].[NH4+]. The catalyst is C(O)C.[Fe]. The product is [NH2:17][C:3]1[CH:4]=[C:5]([C:8]2[CH:13]=[CH:12][C:11]([C:14]#[N:15])=[C:10]([F:16])[CH:9]=2)[CH:6]=[CH:7][C:2]=1[NH2:1]. The yield is 0.450. (4) The reactants are [I:1][C:2]1[CH:3]=[C:4]2[C:9](=[CH:10][CH:11]=1)[C:8](=[O:12])[NH:7][C:6](=[O:13])/[C:5]/2=[CH:14]\[NH:15][C:16]1[CH:21]=[CH:20][C:19]([CH2:22][N:23]2[CH2:28][CH2:27][O:26][CH2:25][CH2:24]2)=[CH:18][CH:17]=1.BrC1C=C2C(=CC=1)[C:36](=[O:40])NC(=O)C2=CNC1C=CC(N2CC(C)NC(C)C2)=CC=1. No catalyst specified. The product is [I:1][C:2]1[CH:3]=[C:4]2[C:9](=[CH:10][CH:11]=1)[C:8](=[O:12])[NH:7][C:6](=[O:13])/[C:5]/2=[CH:14]/[O:40][CH3:36].[N:23]1([CH2:22][C:19]2[CH:20]=[CH:21][C:16]([NH2:15])=[CH:17][CH:18]=2)[CH2:28][CH2:27][O:26][CH2:25][CH2:24]1. The yield is 0.910.